Dataset: Reaction yield outcomes from USPTO patents with 853,638 reactions. Task: Predict the reaction yield, written as a fraction of the theoretical maximum amount of product (1.0 means a 100% yield; for example, 0.34 means a 34% yield). (1) The reactants are [CH3:1][C:2]1[CH:11]=[CH:10][C:9]2[C:4](=[CH:5][CH:6]=[CH:7][C:8]=2[O:12][CH2:13][CH2:14][N:15]2[CH2:20][CH2:19][N:18](C(OC(C)(C)C)=O)[CH2:17][CH2:16]2)[N:3]=1.Cl.C(OCC)C. The catalyst is C(O)C. The product is [CH3:1][C:2]1[CH:11]=[CH:10][C:9]2[C:4](=[CH:5][CH:6]=[CH:7][C:8]=2[O:12][CH2:13][CH2:14][N:15]2[CH2:20][CH2:19][NH:18][CH2:17][CH2:16]2)[N:3]=1. The yield is 0.910. (2) The reactants are [CH3:1][N:2]([CH3:12])[C:3]1[CH:8]=[CH:7][CH:6]=[C:5]([N+:9]([O-])=O)[CH:4]=1. The catalyst is CC(O)=O.[Fe]. The product is [CH3:1][N:2]([CH3:12])[C:3]1[CH:8]=[CH:7][CH:6]=[C:5]([NH2:9])[CH:4]=1. The yield is 0.490. (3) The catalyst is C(O)(C)C. The yield is 0.470. The reactants are [CH:1]1([NH:4][C:5]2[N:13]=[C:12]([NH:14]C(=O)C(C)C)[N:11]=[C:10]3[C:6]=2[N:7]=[CH:8][N:9]3[C@@H:20]2[CH2:24][C@H:23]([CH2:25][OH:26])[CH:22]=[CH:21]2)[CH2:3][CH2:2]1.[OH-].[Na+]. The product is [CH:8]1[N:9]([C@H:20]2[CH:21]=[CH:22][C@@H:23]([CH2:25][OH:26])[CH2:24]2)[C:10]2[N:11]=[C:12]([NH2:14])[N:13]=[C:5]([NH:4][CH:1]3[CH2:2][CH2:3]3)[C:6]=2[N:7]=1. (4) The reactants are [C:1]([O:7][C:8]([CH3:11])([CH3:10])[CH3:9])(=[O:6])[CH2:2][C:3]([CH3:5])=[O:4].[N:12]([O-])=[O:13].[Na+]. The catalyst is C(O)(=O)C.O. The product is [OH:13][N:12]=[C:2]([C:3](=[O:4])[CH3:5])[C:1]([O:7][C:8]([CH3:11])([CH3:10])[CH3:9])=[O:6]. The yield is 0.930. (5) The yield is 1.00. The catalyst is CO.C1COCC1.[Ni]. The reactants are [Br:1][C:2]1[CH:3]=[C:4]2[C:9](=[CH:10][CH:11]=1)[N:8]=[CH:7][C:6]([N+:12]([O-])=O)=[C:5]2[NH:15][CH3:16]. The product is [Br:1][C:2]1[CH:3]=[C:4]2[C:9](=[CH:10][CH:11]=1)[N:8]=[CH:7][C:6]([NH2:12])=[C:5]2[NH:15][CH3:16].